This data is from Full USPTO retrosynthesis dataset with 1.9M reactions from patents (1976-2016). The task is: Predict the reactants needed to synthesize the given product. (1) Given the product [OH:17][CH2:18][CH2:19][CH2:20][NH:21][C:13]([C:4]1[C:5]2[C:10](=[CH:9][C:8]([O:11][CH3:12])=[CH:7][CH:6]=2)[N:2]([CH3:1])[C:3]=1[CH3:16])=[O:15], predict the reactants needed to synthesize it. The reactants are: [CH3:1][N:2]1[C:10]2[C:5](=[CH:6][CH:7]=[C:8]([O:11][CH3:12])[CH:9]=2)[C:4]([C:13]([OH:15])=O)=[C:3]1[CH3:16].[OH:17][CH2:18][CH2:19][CH2:20][NH2:21].C(Cl)(=O)C(Cl)=O.CNC(C1C2C(=CC(OC)=CC=2)N(C)C=1C)=O. (2) Given the product [Br:1][C:2]1[CH:3]=[C:4]([CH:8]=[CH:9][C:10]=1[C:11]1[N:15]([CH3:16])[N:14]=[CH:13][CH:12]=1)[C:5]([NH:50][C@@H:51]([CH2:64][C:65]1[CH:70]=[CH:69][CH:68]=[CH:67][C:66]=1[C:71]([F:74])([F:72])[F:73])[CH2:52][N:53]1[C:61](=[O:62])[C:60]2[C:55](=[CH:56][CH:57]=[CH:58][CH:59]=2)[C:54]1=[O:63])=[O:7], predict the reactants needed to synthesize it. The reactants are: [Br:1][C:2]1[CH:3]=[C:4]([CH:8]=[CH:9][C:10]=1[C:11]1[N:15]([CH3:16])[N:14]=[CH:13][CH:12]=1)[C:5]([OH:7])=O.C1CN([P+](Br)(N2CCCC2)N2CCCC2)CC1.F[P-](F)(F)(F)(F)F.C(N(C(C)C)CC)(C)C.[NH2:50][C@@H:51]([CH2:64][C:65]1[CH:70]=[CH:69][CH:68]=[CH:67][C:66]=1[C:71]([F:74])([F:73])[F:72])[CH2:52][N:53]1[C:61](=[O:62])[C:60]2[C:55](=[CH:56][CH:57]=[CH:58][CH:59]=2)[C:54]1=[O:63].